From a dataset of Reaction yield outcomes from USPTO patents with 853,638 reactions. Predict the reaction yield, written as a fraction of the theoretical maximum amount of product (1.0 means a 100% yield; for example, 0.34 means a 34% yield). (1) The reactants are [OH:1][CH:2]([C:13]1[CH:18]=[CH:17][CH:16]=[C:15]([O:19][CH3:20])[CH:14]=1)[CH2:3][O:4][C:5]1[CH:12]=[CH:11][C:8]([CH:9]=O)=[CH:7][CH:6]=1.[S:21]1[CH2:25][C:24](=[O:26])[NH:23][C:22]1=[O:27].N1CCCCC1. The catalyst is CCO. The product is [OH:1][CH:2]([C:13]1[CH:18]=[CH:17][CH:16]=[C:15]([O:19][CH3:20])[CH:14]=1)[CH2:3][O:4][C:5]1[CH:12]=[CH:11][C:8]([CH:9]=[C:25]2[S:21][C:22](=[O:27])[NH:23][C:24]2=[O:26])=[CH:7][CH:6]=1. The yield is 0.580. (2) The reactants are [NH2:1][C:2]1[S:6][N:5]=[C:4]([CH3:7])[C:3]=1[C:8]([NH:10][C:11]1[CH:16]=[CH:15][CH:14]=[CH:13][C:12]=1[CH2:17][CH3:18])=[O:9].Cl[C:20]1[S:21][C:22]2[CH:28]=[CH:27][CH:26]=[CH:25][C:23]=2[N:24]=1.C(=O)([O-])[O-].[Cs+].[Cs+].CC1(C)C2C(=C(P(C3C=CC=CC=3)C3C=CC=CC=3)C=CC=2)OC2C(P(C3C=CC=CC=3)C3C=CC=CC=3)=CC=CC1=2. The catalyst is O1CCOCC1.CN(C=O)C.C([O-])(=O)C.[Pd+2].C([O-])(=O)C. The product is [S:21]1[C:22]2[CH:28]=[CH:27][CH:26]=[CH:25][C:23]=2[N:24]=[C:20]1[NH:1][C:2]1[S:6][N:5]=[C:4]([CH3:7])[C:3]=1[C:8]([NH:10][C:11]1[CH:16]=[CH:15][CH:14]=[CH:13][C:12]=1[CH2:17][CH3:18])=[O:9]. The yield is 0.0900. (3) The reactants are [Si]([O:8][CH2:9][C@:10]1([CH3:35])[S:16][CH2:15][CH2:14][N:13]2[C:17]([C:20]3([C:23]4[CH:28]=[CH:27][C:26]([C:29]5[CH:30]=[N:31][CH:32]=[CH:33][CH:34]=5)=[CH:25][CH:24]=4)[CH2:22][CH2:21]3)=[N:18][N:19]=[C:12]2[CH2:11]1)(C(C)(C)C)(C)C.Cl. The catalyst is CO.O1CCOCC1. The product is [CH3:35][C@@:10]1([CH2:9][OH:8])[S:16][CH2:15][CH2:14][N:13]2[C:17]([C:20]3([C:23]4[CH:28]=[CH:27][C:26]([C:29]5[CH:30]=[N:31][CH:32]=[CH:33][CH:34]=5)=[CH:25][CH:24]=4)[CH2:22][CH2:21]3)=[N:18][N:19]=[C:12]2[CH2:11]1. The yield is 0.660.